This data is from Reaction yield outcomes from USPTO patents with 853,638 reactions. The task is: Predict the reaction yield, written as a fraction of the theoretical maximum amount of product (1.0 means a 100% yield; for example, 0.34 means a 34% yield). The reactants are C[O:2][C:3]([C:5]1[N:9]=[C:8]([C:10]([S:25]([C:28]2[CH:33]=[CH:32][CH:31]=[CH:30][CH:29]=2)(=[O:27])=[O:26])([CH:12]2[CH2:24][C:15]3[NH:16][C:17]4[CH:18]=[CH:19][C:20]([Cl:23])=[CH:21][C:22]=4[C:14]=3[CH2:13]2)[F:11])[O:7][N:6]=1)=O.[OH-].[NH4+:35]. The catalyst is CCO. The product is [C:28]1([S:25]([C:10]([CH:12]2[CH2:24][C:15]3[NH:16][C:17]4[CH:18]=[CH:19][C:20]([Cl:23])=[CH:21][C:22]=4[C:14]=3[CH2:13]2)([F:11])[C:8]2[O:7][N:6]=[C:5]([C:3]([NH2:35])=[O:2])[N:9]=2)(=[O:27])=[O:26])[CH:33]=[CH:32][CH:31]=[CH:30][CH:29]=1. The yield is 0.860.